This data is from Reaction yield outcomes from USPTO patents with 853,638 reactions. The task is: Predict the reaction yield, written as a fraction of the theoretical maximum amount of product (1.0 means a 100% yield; for example, 0.34 means a 34% yield). (1) The reactants are [O:1]([C:8]1[CH:9]=[C:10]([NH:14][CH2:15][C:16]2[CH:17]=[C:18]([CH:23]=[CH:24][CH:25]=2)[C:19]([O:21][CH3:22])=[O:20])[CH:11]=[CH:12][CH:13]=1)[C:2]1[CH:7]=[CH:6][CH:5]=[CH:4][CH:3]=1.[F:26][C:27]([F:32])([F:31])[CH:28]1[O:30][CH2:29]1.FC(F)(F)S([O-])(=O)=O.[Yb+3].FC(F)(F)S([O-])(=O)=O.FC(F)(F)S([O-])(=O)=O. The catalyst is C(#N)C.O.C(Cl)Cl. The product is [O:1]([C:8]1[CH:9]=[C:10]([N:14]([CH2:15][C:16]2[CH:17]=[C:18]([CH:23]=[CH:24][CH:25]=2)[C:19]([O:21][CH3:22])=[O:20])[CH2:29][CH:28]([OH:30])[C:27]([F:32])([F:31])[F:26])[CH:11]=[CH:12][CH:13]=1)[C:2]1[CH:7]=[CH:6][CH:5]=[CH:4][CH:3]=1. The yield is 0.960. (2) The reactants are O[CH2:2][CH:3]([C:7]1[S:8][C:9]([C:12]2[C:13]3[CH:20]=[CH:19][N:18](COCC[Si](C)(C)C)[C:14]=3[N:15]=[CH:16][N:17]=2)=[CH:10][N:11]=1)[CH2:4][C:5]#[N:6].CS(Cl)(=O)=O.[C-:34]#[N:35].[Na+]. The catalyst is C(Cl)Cl.O. The product is [N:15]1[C:14]2[NH:18][CH:19]=[CH:20][C:13]=2[C:12]([C:9]2[S:8][C:7]([CH:3]([CH2:2][C:34]#[N:35])[CH2:4][C:5]#[N:6])=[N:11][CH:10]=2)=[N:17][CH:16]=1. The yield is 0.0700. (3) The yield is 0.540. The catalyst is FC(F)(F)C(O)=O.C(Cl)Cl. The reactants are C(OC([N:8]1[CH2:13][CH2:12][CH2:11][CH:10]([C:14]2[CH:19]=[CH:18][CH:17]=[C:16]([O:20][C:21]([C:24]([O:26][CH2:27][C:28]3[CH:33]=[CH:32][CH:31]=[CH:30][CH:29]=3)=[O:25])([CH3:23])[CH3:22])[CH:15]=2)[CH2:9]1)=O)(C)(C)C. The product is [CH2:27]([O:26][C:24](=[O:25])[C:21]([CH3:22])([O:20][C:16]1[CH:17]=[CH:18][CH:19]=[C:14]([CH:10]2[CH2:11][CH2:12][CH2:13][NH:8][CH2:9]2)[CH:15]=1)[CH3:23])[C:28]1[CH:33]=[CH:32][CH:31]=[CH:30][CH:29]=1. (4) The reactants are [NH2:1][C:2]1[N:6]([C@@H:7]2[CH2:12][CH2:11][CH2:10][NH:9][CH2:8]2)[N:5]=[C:4]([C:13]2[CH:18]=[CH:17][C:16]([O:19][C:20]3[CH:25]=[CH:24][CH:23]=[CH:22][CH:21]=3)=[CH:15][CH:14]=2)[C:3]=1[C:26]([NH2:28])=[O:27].CCN(C(C)C)C(C)C.[C:38](Cl)(=[O:41])[CH:39]=[CH2:40].O. The catalyst is C(Cl)Cl. The product is [C:38]([N:9]1[CH2:10][CH2:11][CH2:12][C@@H:7]([N:6]2[C:2]([NH2:1])=[C:3]([C:26]([NH2:28])=[O:27])[C:4]([C:13]3[CH:14]=[CH:15][C:16]([O:19][C:20]4[CH:25]=[CH:24][CH:23]=[CH:22][CH:21]=4)=[CH:17][CH:18]=3)=[N:5]2)[CH2:8]1)(=[O:41])[CH:39]=[CH2:40]. The yield is 0.960. (5) The reactants are Cl.[N:2]1([C:8]2[C:12]3[CH:13]=[CH:14][CH:15]=[CH:16][C:11]=3[S:10][N:9]=2)[CH2:7][CH2:6][NH:5][CH2:4][CH2:3]1.[CH3:17][O:18][C:19]1[C:24]([O:25][CH3:26])=[CH:23][C:22]([CH2:27][C:28](O)=[O:29])=[C:21]([N+:31]([O-:33])=[O:32])[CH:20]=1.C(N(CC)CC)C.O=C1N(P(Cl)(N2CCOC2=O)=O)CCO1. The catalyst is C(Cl)Cl. The product is [S:10]1[C:11]2[CH:16]=[CH:15][CH:14]=[CH:13][C:12]=2[C:8]([N:2]2[CH2:7][CH2:6][N:5]([C:28](=[O:29])[CH2:27][C:22]3[CH:23]=[C:24]([O:25][CH3:26])[C:19]([O:18][CH3:17])=[CH:20][C:21]=3[N+:31]([O-:33])=[O:32])[CH2:4][CH2:3]2)=[N:9]1. The yield is 0.710. (6) The reactants are [C:1]([C:3]1[S:7][C:6]([C:8]2[CH:16]=[CH:15][C:11]([C:12]([OH:14])=O)=[C:10]([F:17])[CH:9]=2)=[CH:5][CH:4]=1)#[N:2].CCN=C=NCCCN(C)C.Cl.C1C=CC2N(O)N=NC=2C=1.CCN(C(C)C)C(C)C.[CH3:49][C@@H:50]1[CH2:54][CH2:53][CH2:52][N:51]1[CH2:55][C@@H:56]1[CH2:60][CH2:59][CH2:58][NH:57]1. The catalyst is CN(C=O)C. The product is [F:17][C:10]1[CH:9]=[C:8]([C:6]2[S:7][C:3]([C:1]#[N:2])=[CH:4][CH:5]=2)[CH:16]=[CH:15][C:11]=1[C:12]([N:57]1[CH2:58][CH2:59][CH2:60][C@H:56]1[CH2:55][N:51]1[CH2:52][CH2:53][CH2:54][C@H:50]1[CH3:49])=[O:14]. The yield is 0.120. (7) The reactants are [C:1]1([C:9]([CH:11]([C:13]2[CH:20]=[CH:19][C:16]([O:17][CH3:18])=[CH:15][CH:14]=2)O)=[O:10])[CH:8]=[CH:7][C:4]([O:5][CH3:6])=[CH:3][CH:2]=1.[C:21](=O)([O:23]C)[NH2:22].N1C=CC=CC=1. The catalyst is O. The product is [CH3:18][O:17][C:16]1[CH:19]=[CH:20][C:13]([C:11]2[NH:22][C:21](=[O:23])[O:10][C:9]=2[C:1]2[CH:8]=[CH:7][C:4]([O:5][CH3:6])=[CH:3][CH:2]=2)=[CH:14][CH:15]=1. The yield is 0.930.